Dataset: Reaction yield outcomes from USPTO patents with 853,638 reactions. Task: Predict the reaction yield, written as a fraction of the theoretical maximum amount of product (1.0 means a 100% yield; for example, 0.34 means a 34% yield). The reactants are [N:1]1[CH:6]=[CH:5][CH:4]=[CH:3][C:2]=1[CH2:7][NH:8][CH2:9][C:10]1[CH:15]=[CH:14][C:13](/[CH:16]=[CH:17]/[CH:18]([C:23]2[CH:28]=[C:27]([Cl:29])[C:26]([Cl:30])=[C:25]([Cl:31])[CH:24]=2)[C:19]([F:22])([F:21])[F:20])=[CH:12][C:11]=1[C:32]([F:35])([F:34])[F:33].CCN(CC)CC.[CH:43]1([C:46](Cl)=[O:47])[CH2:45][CH2:44]1. The catalyst is C(Cl)Cl. The product is [N:1]1[CH:6]=[CH:5][CH:4]=[CH:3][C:2]=1[CH2:7][N:8]([CH2:9][C:10]1[CH:15]=[CH:14][C:13](/[CH:16]=[CH:17]/[CH:18]([C:23]2[CH:28]=[C:27]([Cl:29])[C:26]([Cl:30])=[C:25]([Cl:31])[CH:24]=2)[C:19]([F:22])([F:21])[F:20])=[CH:12][C:11]=1[C:32]([F:35])([F:34])[F:33])[C:46]([CH:43]1[CH2:45][CH2:44]1)=[O:47]. The yield is 0.500.